From a dataset of NCI-60 drug combinations with 297,098 pairs across 59 cell lines. Regression. Given two drug SMILES strings and cell line genomic features, predict the synergy score measuring deviation from expected non-interaction effect. (1) Drug 1: CS(=O)(=O)CCNCC1=CC=C(O1)C2=CC3=C(C=C2)N=CN=C3NC4=CC(=C(C=C4)OCC5=CC(=CC=C5)F)Cl. Drug 2: CCCCC(=O)OCC(=O)C1(CC(C2=C(C1)C(=C3C(=C2O)C(=O)C4=C(C3=O)C=CC=C4OC)O)OC5CC(C(C(O5)C)O)NC(=O)C(F)(F)F)O. Cell line: SF-268. Synergy scores: CSS=22.6, Synergy_ZIP=3.82, Synergy_Bliss=6.10, Synergy_Loewe=-1.51, Synergy_HSA=4.75. (2) Drug 1: C1=NC2=C(N=C(N=C2N1C3C(C(C(O3)CO)O)F)Cl)N. Drug 2: CCN(CC)CCCC(C)NC1=C2C=C(C=CC2=NC3=C1C=CC(=C3)Cl)OC. Cell line: MOLT-4. Synergy scores: CSS=51.3, Synergy_ZIP=-4.57, Synergy_Bliss=-0.720, Synergy_Loewe=-11.7, Synergy_HSA=-3.01. (3) Drug 1: C1C(C(OC1N2C=NC3=C2NC=NCC3O)CO)O. Drug 2: CC12CCC3C(C1CCC2OP(=O)(O)O)CCC4=C3C=CC(=C4)OC(=O)N(CCCl)CCCl.[Na+]. Cell line: SF-539. Synergy scores: CSS=15.0, Synergy_ZIP=15.6, Synergy_Bliss=4.81, Synergy_Loewe=-27.5, Synergy_HSA=-23.8. (4) Drug 1: COC1=C(C=C2C(=C1)N=CN=C2NC3=CC(=C(C=C3)F)Cl)OCCCN4CCOCC4. Drug 2: CCC1(CC2CC(C3=C(CCN(C2)C1)C4=CC=CC=C4N3)(C5=C(C=C6C(=C5)C78CCN9C7C(C=CC9)(C(C(C8N6C=O)(C(=O)OC)O)OC(=O)C)CC)OC)C(=O)OC)O.OS(=O)(=O)O. Cell line: SW-620. Synergy scores: CSS=52.0, Synergy_ZIP=12.4, Synergy_Bliss=16.2, Synergy_Loewe=16.8, Synergy_HSA=17.2. (5) Drug 1: C(CC(=O)O)C(=O)CN.Cl. Drug 2: C(CCl)NC(=O)N(CCCl)N=O. Cell line: K-562. Synergy scores: CSS=22.7, Synergy_ZIP=1.47, Synergy_Bliss=5.64, Synergy_Loewe=1.48, Synergy_HSA=7.95. (6) Drug 1: C1=CC(=C2C(=C1NCCNCCO)C(=O)C3=C(C=CC(=C3C2=O)O)O)NCCNCCO. Drug 2: CCN(CC)CCNC(=O)C1=C(NC(=C1C)C=C2C3=C(C=CC(=C3)F)NC2=O)C. Cell line: SK-MEL-28. Synergy scores: CSS=39.3, Synergy_ZIP=-0.198, Synergy_Bliss=3.24, Synergy_Loewe=-19.4, Synergy_HSA=-1.40. (7) Drug 1: C1CCC(CC1)NC(=O)N(CCCl)N=O. Drug 2: C1=NC2=C(N=C(N=C2N1C3C(C(C(O3)CO)O)O)F)N. Cell line: SK-MEL-5. Synergy scores: CSS=16.6, Synergy_ZIP=-3.27, Synergy_Bliss=4.71, Synergy_Loewe=1.60, Synergy_HSA=1.63. (8) Drug 1: CC1=C2C(C(=O)C3(C(CC4C(C3C(C(C2(C)C)(CC1OC(=O)C(C(C5=CC=CC=C5)NC(=O)OC(C)(C)C)O)O)OC(=O)C6=CC=CC=C6)(CO4)OC(=O)C)O)C)O. Drug 2: CC1=C(N=C(N=C1N)C(CC(=O)N)NCC(C(=O)N)N)C(=O)NC(C(C2=CN=CN2)OC3C(C(C(C(O3)CO)O)O)OC4C(C(C(C(O4)CO)O)OC(=O)N)O)C(=O)NC(C)C(C(C)C(=O)NC(C(C)O)C(=O)NCCC5=NC(=CS5)C6=NC(=CS6)C(=O)NCCC[S+](C)C)O. Cell line: BT-549. Synergy scores: CSS=24.2, Synergy_ZIP=8.67, Synergy_Bliss=11.5, Synergy_Loewe=3.18, Synergy_HSA=3.67.